From a dataset of Forward reaction prediction with 1.9M reactions from USPTO patents (1976-2016). Predict the product of the given reaction. (1) Given the reactants [C:1](O[K])(C)(C)C.P(=O)(OC=[N+]=[N-])OC.[CH3:15][N:16]1[CH2:20][CH2:19][CH2:18][C@H:17]1[C:21]1[CH:22]=[C:23]([CH:27]=O)[CH:24]=[N:25][CH:26]=1, predict the reaction product. The product is: [C:27]([C:23]1[CH:24]=[N:25][CH:26]=[C:21]([CH:17]2[CH2:18][CH2:19][CH2:20][N:16]2[CH3:15])[CH:22]=1)#[CH:1]. (2) Given the reactants [N+:1]([O-:4])(O)=[O:2].[Br:5][C:6]1[C:11]([O:12][CH3:13])=[CH:10][CH:9]=[C:8]([Br:14])[N:7]=1, predict the reaction product. The product is: [Br:5][C:6]1[C:11]([O:12][CH3:13])=[CH:10][C:9]([N+:1]([O-:4])=[O:2])=[C:8]([Br:14])[N:7]=1. (3) Given the reactants [CH:1]1[C:10]2[C:5](=[CH:6][CH:7]=[CH:8][CH:9]=2)[CH:4]=[N:3][N:2]=1.[N+:11]([O-])([O-:13])=[O:12].[K+].[OH-].[Na+], predict the reaction product. The product is: [N+:11]([C:9]1[CH:8]=[CH:7][CH:6]=[C:5]2[C:10]=1[CH:1]=[N:2][N:3]=[CH:4]2)([O-:13])=[O:12]. (4) Given the reactants [CH2:1]([O:8][C:9]1[CH:14]=[CH:13][C:12]([C:15]2[CH:16]=[N:17][C:18]3[N:19]([N:27]=[CH:28][C:29]=3[C:30]#[N:31])[C:20]=2[N:21]2[CH2:26][CH2:25][O:24][CH2:23][CH2:22]2)=[CH:11][CH:10]=1)[C:2]1[CH:7]=[CH:6][CH:5]=[CH:4][CH:3]=1.Cl.C(N(CC)CC)C.[N-:40]=[N+:41]=[N-:42].[Na+], predict the reaction product. The product is: [CH2:1]([O:8][C:9]1[CH:10]=[CH:11][C:12]([C:15]2[CH:16]=[N:17][C:18]3[N:19]([N:27]=[CH:28][C:29]=3[C:30]3[NH:42][N:41]=[N:40][N:31]=3)[C:20]=2[N:21]2[CH2:22][CH2:23][O:24][CH2:25][CH2:26]2)=[CH:13][CH:14]=1)[C:2]1[CH:7]=[CH:6][CH:5]=[CH:4][CH:3]=1. (5) Given the reactants [C:1]1([C:7]2[CH:12]=[C:11]([N:13]3[CH2:18][CH2:17][N:16](C(OC(C)(C)C)=O)[CH2:15][CH2:14]3)[CH:10]=[CH:9][N:8]=2)[CH:6]=[CH:5][CH:4]=[CH:3][CH:2]=1.C(OCC)(=O)C.[ClH:32], predict the reaction product. The product is: [ClH:32].[ClH:32].[C:1]1([C:7]2[CH:12]=[C:11]([N:13]3[CH2:18][CH2:17][NH:16][CH2:15][CH2:14]3)[CH:10]=[CH:9][N:8]=2)[CH:2]=[CH:3][CH:4]=[CH:5][CH:6]=1. (6) The product is: [N+:12]([C:10]1[CH:9]=[CH:8][C:6]2[N:7]=[C:3]([CH2:2][N:15]3[CH2:19][CH2:18][CH2:17][CH2:16]3)[O:4][C:5]=2[CH:11]=1)([O-:14])=[O:13]. Given the reactants Cl[CH2:2][C:3]1[O:4][C:5]2[CH:11]=[C:10]([N+:12]([O-:14])=[O:13])[CH:9]=[CH:8][C:6]=2[N:7]=1.[NH:15]1[CH2:19][CH2:18][CH2:17][CH2:16]1.C(=O)([O-])[O-].[K+].[K+].C(OCC)C, predict the reaction product. (7) The product is: [CH:16]([C:10]1[CH:15]=[CH:14][C:13]([C:1](=[O:4])[CH2:2][CH3:3])=[CH:12][CH:11]=1)([CH3:18])[CH3:17]. Given the reactants [C:1](Cl)(=[O:4])[CH2:2][CH3:3].[Cl-].[Al+3].[Cl-].[Cl-].[C:10]1([CH:16]([CH3:18])[CH3:17])[CH:15]=[CH:14][CH:13]=[CH:12][CH:11]=1, predict the reaction product. (8) Given the reactants Cl[C:2]1[C:11]2[C:6](=[CH:7][CH:8]=[C:9]([C:12]([C:24]3[N:28]([CH3:29])[CH:27]=[N:26][CH:25]=3)([C:14]3[CH:15]=[N:16][C:17]([C:20]([F:23])([F:22])[F:21])=[CH:18][CH:19]=3)[OH:13])[CH:10]=2)[N:5]=[C:4]([C:30]([F:33])([F:32])[F:31])[C:3]=1[C:34]1[CH:39]=[CH:38][CH:37]=[CH:36][CH:35]=1.[C:40]([OH:46])([C:42]([F:45])([F:44])[F:43])=[O:41].C[O-].[Na+].CO, predict the reaction product. The product is: [CH3:40][O:41][C:2]1[C:11]2[C:6](=[CH:7][CH:8]=[C:9]([C:12]([C:24]3[N:28]([CH3:29])[CH:27]=[N:26][CH:25]=3)([C:14]3[CH:15]=[N:16][C:17]([C:20]([F:23])([F:22])[F:21])=[CH:18][CH:19]=3)[OH:13])[CH:10]=2)[N:5]=[C:4]([C:30]([F:33])([F:32])[F:31])[C:3]=1[C:34]1[CH:39]=[CH:38][CH:37]=[CH:36][CH:35]=1.[C:40]([OH:46])([C:42]([F:45])([F:44])[F:43])=[O:41].